This data is from Forward reaction prediction with 1.9M reactions from USPTO patents (1976-2016). The task is: Predict the product of the given reaction. (1) The product is: [NH2:8][C:5]1[N:6]=[CH:7][C:2]([S:17][CH2:18][CH2:19][OH:20])=[CH:3][CH:4]=1. Given the reactants Br[C:2]1[CH:3]=[CH:4][C:5]([N:8]2[Si](C)(C)CC[Si]2(C)C)=[N:6][CH:7]=1.[SH:17][CH2:18][CH2:19][OH:20].CCN(C(C)C)C(C)C, predict the reaction product. (2) Given the reactants [CH3:1][S:2]([NH:5][C:6]1[C:7]([CH3:12])=[N:8][CH:9]=[CH:10][CH:11]=1)(=[O:4])=[O:3].O.[Se](=O)=[O:15], predict the reaction product. The product is: [CH3:1][S:2]([NH:5][C:6]1[C:7]([CH:12]=[O:15])=[N:8][CH:9]=[CH:10][CH:11]=1)(=[O:3])=[O:4].